Dataset: Reaction yield outcomes from USPTO patents with 853,638 reactions. Task: Predict the reaction yield, written as a fraction of the theoretical maximum amount of product (1.0 means a 100% yield; for example, 0.34 means a 34% yield). (1) The yield is 0.790. The catalyst is O. The reactants are [CH:1]([C:4]1[C:8]([CH2:9][O:10][C:11]2[CH:15]=[C:14]([CH:16]=O)[N:13]([CH3:18])[N:12]=2)=[CH:7][N:6]([C:19]2[CH:24]=[CH:23][C:22]([C:25]([F:28])([F:27])[F:26])=[CH:21][N:20]=2)[N:5]=1)([CH3:3])[CH3:2].C(OP([CH2:37][C:38]([O:40][CH2:41][CH3:42])=[O:39])(OCC)=O)C.CN(C)C=O.[H-].[Na+]. The product is [CH:1]([C:4]1[C:8]([CH2:9][O:10][C:11]2[CH:15]=[C:14](/[CH:16]=[CH:37]/[C:38]([O:40][CH2:41][CH3:42])=[O:39])[N:13]([CH3:18])[N:12]=2)=[CH:7][N:6]([C:19]2[CH:24]=[CH:23][C:22]([C:25]([F:26])([F:28])[F:27])=[CH:21][N:20]=2)[N:5]=1)([CH3:3])[CH3:2]. (2) The reactants are C[O:2][C:3]1[CH:4]=[C:5]([CH:14]=[CH:15][C:16]2[S:17][CH:18]=[CH:19][CH:20]=2)[CH:6]=[C:7]([O:12]C)[C:8]=1[CH:9]([CH3:11])[CH3:10].Cl.N1C=CC=CC=1. No catalyst specified. The product is [CH:9]([C:8]1[C:3]([OH:2])=[CH:4][C:5]([CH:14]=[CH:15][C:16]2[S:17][CH:18]=[CH:19][CH:20]=2)=[CH:6][C:7]=1[OH:12])([CH3:11])[CH3:10]. The yield is 0.240. (3) The reactants are [Br:1][C:2]1[CH:11]=[CH:10][C:9]([N+:12]([O-])=O)=[CH:8][C:3]=1[C:4]([O:6][CH3:7])=[O:5].[Sn](Cl)Cl.C(OCC)(=O)C.[OH-].[Na+]. The catalyst is CO.O. The product is [NH2:12][C:9]1[CH:10]=[CH:11][C:2]([Br:1])=[C:3]([CH:8]=1)[C:4]([O:6][CH3:7])=[O:5]. The yield is 0.940. (4) The reactants are OO.O[Li].O.C([C@@H]1COC(=O)N1[C:19](=[O:37])[C@@H:20]([C:30]1[CH:35]=[CH:34][C:33]([Cl:36])=[CH:32][CH:31]=1)[CH2:21][NH:22][C:23](=[O:29])[O:24][C:25]([CH3:28])([CH3:27])[CH3:26])C1C=CC=CC=1.C[O:39]C1C=C(OC)C=CC=1C=O.[O-]S([O-])=O.[Na+].[Na+]. The catalyst is C1COCC1.O. The product is [C:25]([O:24][C:23]([NH:22][CH2:21][C@H:20]([C:30]1[CH:31]=[CH:32][C:33]([Cl:36])=[CH:34][CH:35]=1)[C:19]([OH:37])=[O:39])=[O:29])([CH3:26])([CH3:27])[CH3:28]. The yield is 0.942. (5) The reactants are [C@H:1]([NH:5][C:6]1[C:7]([NH2:18])=[N:8][CH:9]=[C:10]([Cl:17])[C:11]=1[N:12]1[CH:16]=[CH:15][CH:14]=[N:13]1)([CH2:3][CH3:4])[CH3:2].[C:19](N1C=CN=C1)(N1C=CN=C1)=[O:20].Cl. The catalyst is C1COCC1. The product is [C@H:1]([N:5]1[C:6]2[C:7](=[N:8][CH:9]=[C:10]([Cl:17])[C:11]=2[N:12]2[CH:16]=[CH:15][CH:14]=[N:13]2)[N:18]=[C:19]1[OH:20])([CH2:3][CH3:4])[CH3:2]. The yield is 0.860. (6) The reactants are [Br:1][C:2]1[CH:3]=[C:4](C)[C:5](O)=[C:6]([CH:10]=1)[C:7](O)=O.[C:13]([O-:16])([O-])=[O:14].[K+].[K+].[CH3:19]I.[C:21]([O-:24])([O-])=O.[Cs+].[Cs+]. The catalyst is CC(C)=O.CN(C=O)C.O. The product is [Br:1][C:2]1[CH:10]=[C:6]([CH3:7])[C:5]([O:24][CH3:21])=[C:4]([CH:3]=1)[C:13]([O:16][CH3:19])=[O:14]. The yield is 0.770. (7) The reactants are C([O:3][C:4](=[O:20])[C:5]1[CH:17]=[C:16]([CH2:18][OH:19])[CH:15]=[C:7]([C:8]([N:10]([CH3:14])[CH2:11][CH2:12][CH3:13])=[O:9])[CH:6]=1)C.[OH-].[Na+]. The catalyst is C1COCC1. The product is [OH:19][CH2:18][C:16]1[CH:15]=[C:7]([C:8]([N:10]([CH3:14])[CH2:11][CH2:12][CH3:13])=[O:9])[CH:6]=[C:5]([CH:17]=1)[C:4]([OH:20])=[O:3]. The yield is 0.890. (8) The catalyst is CC(N(C)C)=O.C(OCC)(=O)C. The product is [NH:20]1[CH:21]=[CH:22][N:23]=[C:19]1[C:8]1[C:9]([C:11]2[CH:16]=[CH:15][C:14]([C:17]#[N:18])=[CH:13][CH:12]=2)=[N:10][C:5]([NH:4][CH2:3][CH2:2][NH:1][S:34]([C:26]2[CH:25]=[CH:30][C:29]([N+:31]([O-:33])=[O:32])=[CH:28][CH:27]=2)(=[O:35])=[O:36])=[N:6][CH:7]=1. The reactants are [NH2:1][CH2:2][CH2:3][NH:4][C:5]1[N:10]=[C:9]([C:11]2[CH:16]=[CH:15][C:14]([C:17]#[N:18])=[CH:13][CH:12]=2)[C:8]([C:19]2[NH:20][CH:21]=[CH:22][N:23]=2)=[CH:7][N:6]=1.Cl[C:25]1[CH:30]=[C:29]([N+:31]([O-:33])=[O:32])[CH:28]=[CH:27][C:26]=1[S:34](C1C=CC([N+]([O-])=O)=CC=1Cl)(=[O:36])=[O:35].CCN(C(C)C)C(C)C. The yield is 0.560. (9) The reactants are [CH2:1]([O:5][C:6]1[CH:7]=[CH:8][C:9]([C:12]([OH:14])=O)=[N:10][CH:11]=1)[C:2]#[C:3][CH3:4].[CH3:15][C:16]1[C:17]([NH2:31])=[N:18][C:19]2([C:29]3[C:24](=[CH:25][CH:26]=[C:27]([NH2:30])[CH:28]=3)[O:23][CH2:22][CH2:21]2)[N:20]=1. No catalyst specified. The product is [NH2:31][C:17]1[C:16]([CH3:15])=[N:20][C:19]2([C:29]3[C:24](=[CH:25][CH:26]=[C:27]([NH:30][C:12](=[O:14])[C:9]4[CH:8]=[CH:7][C:6]([O:5][CH2:1][C:2]#[C:3][CH3:4])=[CH:11][N:10]=4)[CH:28]=3)[O:23][CH2:22][CH2:21]2)[N:18]=1. The yield is 0.160.